This data is from Reaction yield outcomes from USPTO patents with 853,638 reactions. The task is: Predict the reaction yield, written as a fraction of the theoretical maximum amount of product (1.0 means a 100% yield; for example, 0.34 means a 34% yield). (1) The reactants are [O:1]1CCO[CH:2]1[C:6]1[S:7][C:8]([C:11]([OH:13])=[O:12])=[CH:9][N:10]=1. The catalyst is Cl.CC(C)=O. The product is [CH:2]([C:6]1[S:7][C:8]([C:11]([OH:13])=[O:12])=[CH:9][N:10]=1)=[O:1]. The yield is 0.760. (2) The reactants are [CH3:1][CH2:2][C:3](=[O:9])[CH2:4][C:5](=[O:8])[CH2:6][CH3:7].[Br:10][C:11]1[CH:18]=[CH:17][C:14]([CH2:15]Br)=[CH:13][CH:12]=1.C(=O)([O-])[O-].[K+].[K+]. The catalyst is C(#N)C. The product is [Br:10][C:11]1[CH:18]=[CH:17][C:14]([CH2:15][CH:4]([C:3](=[O:9])[CH2:2][CH3:1])[C:5](=[O:8])[CH2:6][CH3:7])=[CH:13][CH:12]=1. The yield is 0.520. (3) The reactants are [Cl:1][C:2]1[CH:32]=[CH:31][C:5]2[S:6][C:7]([S:10]([NH:13][C:14]3[CH:15]=[C:16]([CH:20]4[CH2:23][N:22](C(OC(C)(C)C)=O)[CH2:21]4)[CH:17]=[CH:18][CH:19]=3)(=[O:12])=[O:11])=[C:8]([CH3:9])[C:4]=2[CH:3]=1. The catalyst is C(O)=O. The product is [NH:22]1[CH2:23][CH:20]([C:16]2[CH:15]=[C:14]([NH:13][S:10]([C:7]3[S:6][C:5]4[CH:31]=[CH:32][C:2]([Cl:1])=[CH:3][C:4]=4[C:8]=3[CH3:9])(=[O:12])=[O:11])[CH:19]=[CH:18][CH:17]=2)[CH2:21]1. The yield is 0.930. (4) The reactants are [NH2:1][C:2]1[C:3]2[C:13]([O:14][CH2:15][C@H:16]3[CH2:21][CH2:20][CH2:19][N:18]([C:22](=[O:27])[CH2:23][CH:24]([CH3:26])[CH3:25])[CH2:17]3)=[CH:12][CH:11]=[CH:10][C:4]=2[NH:5][S:6](=[O:9])(=[O:8])[N:7]=1.C([O-])(O)=O.[Na+:32]. The catalyst is O. The product is [NH2:1][C:2]1[C:3]2[C:13]([O:14][CH2:15][C@H:16]3[CH2:21][CH2:20][CH2:19][N:18]([C:22](=[O:27])[CH2:23][CH:24]([CH3:25])[CH3:26])[CH2:17]3)=[CH:12][CH:11]=[CH:10][C:4]=2[N-:5][S:6](=[O:8])(=[O:9])[N:7]=1.[Na+:32]. The yield is 1.00.